From a dataset of Reaction yield outcomes from USPTO patents with 853,638 reactions. Predict the reaction yield, written as a fraction of the theoretical maximum amount of product (1.0 means a 100% yield; for example, 0.34 means a 34% yield). (1) The reactants are I[C:2]1[C:3]2[S:11][CH:10]=[C:9]([C:12]3[CH:17]=[CH:16][C:15]([O:18][C:19]4[CH:24]=[CH:23][CH:22]=[CH:21][CH:20]=4)=[CH:14][CH:13]=3)[C:4]=2[C:5]([NH2:8])=[N:6][CH:7]=1.[C:25]([O:29][C:30]([CH3:33])([CH3:32])[CH3:31])(=[O:28])[CH:26]=[CH2:27].C(N(CC)CC)C. The catalyst is CN(C=O)C. The product is [NH2:8][C:5]1[C:4]2[C:9]([C:12]3[CH:17]=[CH:16][C:15]([O:18][C:19]4[CH:24]=[CH:23][CH:22]=[CH:21][CH:20]=4)=[CH:14][CH:13]=3)=[CH:10][S:11][C:3]=2[C:2](/[CH:27]=[CH:26]/[C:25]([O:29][C:30]([CH3:33])([CH3:32])[CH3:31])=[O:28])=[CH:7][N:6]=1. The yield is 0.610. (2) The reactants are [BH4-].[Na+].[CH2:3]([O:10][C:11]1[CH:16]=[CH:15][C:14]([C:17]2[C:26]3[C:21](=[CH:22][CH:23]=[CH:24][CH:25]=3)[CH2:20][CH2:19][N:18]=2)=[CH:13][CH:12]=1)[C:4]1[CH:9]=[CH:8][CH:7]=[CH:6][CH:5]=1. The catalyst is CO. The product is [CH2:3]([O:10][C:11]1[CH:16]=[CH:15][C:14]([CH:17]2[C:26]3[C:21](=[CH:22][CH:23]=[CH:24][CH:25]=3)[CH2:20][CH2:19][NH:18]2)=[CH:13][CH:12]=1)[C:4]1[CH:5]=[CH:6][CH:7]=[CH:8][CH:9]=1. The yield is 0.990. (3) The reactants are Cl[C:2]1[CH:3]=[CH:4][C:5]2[N:6]=[CH:7][N:8]=[C:9]([NH:12][CH:13]3[CH2:18][CH2:17][N:16]([C:19]([O:21][C:22]([CH3:25])([CH3:24])[CH3:23])=[O:20])[CH2:15][CH2:14]3)[C:10]=2[N:11]=1.[Cl:26][C:27]1[C:32]([NH:33][S:34]([C:37]2[CH:42]=[CH:41][C:40]([F:43])=[CH:39][C:38]=2[F:44])(=[O:36])=[O:35])=[CH:31][C:30](B2OC(C)(C)C(C)(C)O2)=[CH:29][N:28]=1.C(=O)(O)[O-].[Na+]. The catalyst is O1CCOCC1. The product is [Cl:26][C:27]1[N:28]=[CH:29][C:30]([C:2]2[CH:3]=[CH:4][C:5]3[N:6]=[CH:7][N:8]=[C:9]([NH:12][CH:13]4[CH2:18][CH2:17][N:16]([C:19]([O:21][C:22]([CH3:24])([CH3:25])[CH3:23])=[O:20])[CH2:15][CH2:14]4)[C:10]=3[N:11]=2)=[CH:31][C:32]=1[NH:33][S:34]([C:37]1[CH:42]=[CH:41][C:40]([F:43])=[CH:39][C:38]=1[F:44])(=[O:36])=[O:35]. The yield is 0.0450. (4) The reactants are [CH3:1][O:2][C:3]1[CH:4]=[C:5]([C:11](=O)[CH2:12][CH2:13][N:14](C)C)[CH:6]=[CH:7][C:8]=1[O:9][CH3:10].O.[NH2:19]N. The catalyst is C(O)C. The product is [CH3:1][O:2][C:3]1[CH:4]=[C:5]([C:11]2[CH2:12][CH2:13][NH:14][N:19]=2)[CH:6]=[CH:7][C:8]=1[O:9][CH3:10]. The yield is 0.950. (5) The reactants are Br[C:2]1[CH:24]=[C:23]([Cl:25])[C:5]([C:6]([C:8]2[C:16]3[C:11](=[C:12]([NH:17][C:18]([CH:20]4[CH2:22][CH2:21]4)=[O:19])[N:13]=[CH:14][CH:15]=3)[NH:10][CH:9]=2)=[O:7])=[C:4]([Cl:26])[CH:3]=1.[N:27]1[CH:32]=[C:31](B(O)O)[CH:30]=[N:29][CH:28]=1.C(=O)([O-])[O-].[K+].[K+]. The product is [Cl:25][C:23]1[CH:24]=[C:2]([C:31]2[CH:32]=[N:27][CH:28]=[N:29][CH:30]=2)[CH:3]=[C:4]([Cl:26])[C:5]=1[C:6]([C:8]1[C:16]2[C:11](=[C:12]([NH:17][C:18]([CH:20]3[CH2:22][CH2:21]3)=[O:19])[N:13]=[CH:14][CH:15]=2)[NH:10][CH:9]=1)=[O:7]. The catalyst is O1CCOCC1.O.C1C=CC(P(C2C=CC=CC=2)[C-]2C=CC=C2)=CC=1.C1C=CC(P(C2C=CC=CC=2)[C-]2C=CC=C2)=CC=1.Cl[Pd]Cl.[Fe+2]. The yield is 0.140. (6) The reactants are Br[C:2]1[S:3][C:4]([C:8]2[N:12]=[CH:11][N:10]([CH2:13][O:14][CH2:15][CH2:16][Si:17]([CH3:20])([CH3:19])[CH3:18])[N:9]=2)=[C:5]([Br:7])[N:6]=1.[Cl-].[Li+].O1CCOCC1.[CH2:29]([Sn](CCCC)(CCCC)C#CC)[CH2:30][CH2:31]C. The catalyst is C(Cl)Cl.[Cu]I.C1C=CC(/C=C/C(/C=C/C2C=CC=CC=2)=O)=CC=1.C1C=CC(/C=C/C(/C=C/C2C=CC=CC=2)=O)=CC=1.C1C=CC(/C=C/C(/C=C/C2C=CC=CC=2)=O)=CC=1.[Pd].[Pd].CCOC(C)=O.CCCCCC. The product is [Br:7][C:5]1[N:6]=[C:2]([C:29]#[C:30][CH3:31])[S:3][C:4]=1[C:8]1[N:12]=[CH:11][N:10]([CH2:13][O:14][CH2:15][CH2:16][Si:17]([CH3:20])([CH3:19])[CH3:18])[N:9]=1. The yield is 0.760. (7) The reactants are [F:1][C:2]1[CH:19]=[C:18](I)[CH:17]=[CH:16][C:3]=1[NH:4][C:5]1[C:6]([C:13]([NH2:15])=[O:14])=[CH:7][N:8]([CH3:12])[C:9](=[O:11])[CH:10]=1.[C-:21]#[N:22].[K+]. The catalyst is CN(C=O)C.[Cu]I.C1C=CC([P]([Pd]([P](C2C=CC=CC=2)(C2C=CC=CC=2)C2C=CC=CC=2)([P](C2C=CC=CC=2)(C2C=CC=CC=2)C2C=CC=CC=2)[P](C2C=CC=CC=2)(C2C=CC=CC=2)C2C=CC=CC=2)(C2C=CC=CC=2)C2C=CC=CC=2)=CC=1. The product is [C:21]([C:18]1[CH:17]=[CH:16][C:3]([NH:4][C:5]2[C:6]([C:13]([NH2:15])=[O:14])=[CH:7][N:8]([CH3:12])[C:9](=[O:11])[CH:10]=2)=[C:2]([F:1])[CH:19]=1)#[N:22]. The yield is 0.0700. (8) The reactants are [Br:1][C:2]1[CH:3]=[C:4]([C:8]2[C:9]([C:14]3[CH:19]=[CH:18][CH:17]=[C:16]([Br:20])[CH:15]=3)=[CH:10][CH:11]=[CH:12][CH:13]=2)[CH:5]=[CH:6][CH:7]=1.ClCCl.O.C(Cl)(Cl)Cl. The catalyst is CCCCCC. The product is [Br:1][C:2]1[CH:7]=[CH:6][C:5]2[C:19]3[C:14](=[CH:15][C:16]([Br:20])=[CH:17][CH:18]=3)[C:9]3[C:8](=[CH:13][CH:12]=[CH:11][CH:10]=3)[C:4]=2[CH:3]=1. The yield is 0.460. (9) The reactants are [Cl:1][C:2]1[CH:36]=[CH:35][C:5]([O:6][C:7]2[C:12]([F:13])=[CH:11][C:10]([S:14]([N:17](CC3C=CC(OC)=CC=3OC)[C:18]3[S:22][N:21]=[CH:20][N:19]=3)(=[O:16])=[O:15])=[C:9]([F:34])[CH:8]=2)=[C:4]([C:37]2[N:42]3[CH:43]=[N:44][CH:45]=[C:41]3[C:40](=[O:46])[N:39](CC3C=CC(OC)=CC=3)[CH:38]=2)[CH:3]=1.C1(OC)C=CC=CC=1.FC(F)(F)S(O)(=O)=O. The catalyst is FC(F)(F)C(O)=O. The product is [Cl:1][C:2]1[CH:36]=[CH:35][C:5]([O:6][C:7]2[C:12]([F:13])=[CH:11][C:10]([S:14]([NH:17][C:18]3[S:22][N:21]=[CH:20][N:19]=3)(=[O:15])=[O:16])=[C:9]([F:34])[CH:8]=2)=[C:4]([C:37]2[N:42]3[CH:43]=[N:44][CH:45]=[C:41]3[C:40](=[O:46])[NH:39][CH:38]=2)[CH:3]=1. The yield is 0.770.